This data is from Catalyst prediction with 721,799 reactions and 888 catalyst types from USPTO. The task is: Predict which catalyst facilitates the given reaction. (1) Reactant: [C:1]1([OH:7])[CH:6]=[CH:5][CH:4]=[CH:3][CH:2]=1.C(=O)([O-])[O-].[K+].[K+].Br[CH:15]([CH3:21])[C:16]([O:18][CH2:19][CH3:20])=[O:17]. The catalyst class is: 21. Product: [CH2:19]([O:18][C:16](=[O:17])[CH:15]([O:7][C:1]1[CH:6]=[CH:5][CH:4]=[CH:3][CH:2]=1)[CH3:21])[CH3:20]. (2) Reactant: [C:1]([O:5][C:6]([N:8]([C:22]([O:24][C:25]([CH3:28])([CH3:27])[CH3:26])=[O:23])[C:9]1[C:10]([C:18]([O:20][CH3:21])=[O:19])=[N:11][C:12]([C:15]([CH3:17])=[CH2:16])=[CH:13][N:14]=1)=[O:7])([CH3:4])([CH3:3])[CH3:2]. Product: [C:25]([O:24][C:22]([N:8]([C:6]([O:5][C:1]([CH3:3])([CH3:2])[CH3:4])=[O:7])[C:9]1[C:10]([C:18]([O:20][CH3:21])=[O:19])=[N:11][C:12]([CH:15]([CH3:17])[CH3:16])=[CH:13][N:14]=1)=[O:23])([CH3:26])([CH3:27])[CH3:28]. The catalyst class is: 19. (3) The catalyst class is: 20. Product: [CH2:34](/[C:26](/[C:23]1[CH:24]=[CH:25][C:20]([C:15]([C:12]2[CH:13]=[CH:14][C:9]([O:8][CH2:7][C@@H:5]([OH:6])[CH2:4][OH:3])=[C:10]([CH3:37])[CH:11]=2)([CH2:16][CH3:17])[CH2:18][CH3:19])=[CH:21][C:22]=1[CH3:36])=[CH:27]\[C:28]([CH2:32][CH3:33])([OH:31])[CH2:29][CH3:30])[CH3:35]. Reactant: CC1(C)[O:6][C@H:5]([CH2:7][O:8][C:9]2[CH:14]=[CH:13][C:12]([C:15]([C:20]3[CH:25]=[CH:24][C:23](/[C:26](/[CH2:34][CH3:35])=[CH:27]/[C:28]([CH2:32][CH3:33])([OH:31])[CH2:29][CH3:30])=[C:22]([CH3:36])[CH:21]=3)([CH2:18][CH3:19])[CH2:16][CH3:17])=[CH:11][C:10]=2[CH3:37])[CH2:4][O:3]1.CC1(C)C2(CS(O)(=O)=O)C(CC1CC2)=O.C([O-])(O)=O.[Na+]. (4) Reactant: [OH-].[Na+].[Br:3][C:4]1[C:5]([C:15]#[C:16][Si](C)(C)C)=[C:6]([CH:8]=[C:9]([C:11]([F:14])([F:13])[F:12])[CH:10]=1)[NH2:7]. Product: [Br:3][C:4]1[C:5]([C:15]#[CH:16])=[C:6]([CH:8]=[C:9]([C:11]([F:12])([F:13])[F:14])[CH:10]=1)[NH2:7]. The catalyst class is: 5. (5) Reactant: [S:1]1[C:5]2[CH:6]=[CH:7][CH:8]=[CH:9][C:4]=2[C:3]([N:10]2[CH2:15][CH2:14][N:13]([CH2:16][CH2:17][C:18]3[CH:19]=[CH:20][CH:21]=[C:22]4[C:27]=3[NH:26][CH2:25][CH2:24][C:23]4([CH3:29])[CH3:28])[CH2:12][CH2:11]2)=[N:2]1.C(N(CC)CC)C.[C:37](Cl)(=[O:39])[CH3:38]. Product: [S:1]1[C:5]2[CH:6]=[CH:7][CH:8]=[CH:9][C:4]=2[C:3]([N:10]2[CH2:15][CH2:14][N:13]([CH2:16][CH2:17][C:18]3[CH:19]=[CH:20][CH:21]=[C:22]4[C:27]=3[N:26]([C:37](=[O:39])[CH3:38])[CH2:25][CH2:24][C:23]4([CH3:29])[CH3:28])[CH2:12][CH2:11]2)=[N:2]1. The catalyst class is: 7. (6) The catalyst class is: 15. Reactant: Cl[C:2]1[C:11]2[C:6](=[CH:7][C:8]([C:12]3[C:13]([CH3:18])=[N:14][O:15][C:16]=3[CH3:17])=[CH:9][CH:10]=2)[N:5]=[CH:4][C:3]=1[C:19]([NH2:21])=[O:20].[NH2:22][C:23]1[CH:24]=[C:25]([CH:29]=[C:30]([OH:32])[CH:31]=1)[C:26]([OH:28])=[O:27]. Product: [NH2:21][C:19]([C:3]1[CH:4]=[N:5][C:6]2[C:11]([C:2]=1[NH:22][C:23]1[CH:24]=[C:25]([CH:29]=[C:30]([OH:32])[CH:31]=1)[C:26]([OH:28])=[O:27])=[CH:10][CH:9]=[C:8]([C:12]1[C:13]([CH3:18])=[N:14][O:15][C:16]=1[CH3:17])[CH:7]=2)=[O:20]. (7) Reactant: [C:1]1([C:15]2[CH:20]=[CH:19][CH:18]=[CH:17][CH:16]=2)[CH:6]=[CH:5][C:4]([O:7][C:8](=[CH:13][CH3:14])[C:9]([O:11]C)=[O:10])=[CH:3][CH:2]=1.O.[OH-].[Li+]. Product: [C:1]1([C:15]2[CH:16]=[CH:17][CH:18]=[CH:19][CH:20]=2)[CH:6]=[CH:5][C:4]([O:7][C:8](=[CH:13][CH3:14])[C:9]([OH:11])=[O:10])=[CH:3][CH:2]=1. The catalyst class is: 20.